From a dataset of Catalyst prediction with 721,799 reactions and 888 catalyst types from USPTO. Predict which catalyst facilitates the given reaction. (1) Reactant: CCN(C(C)C)C(C)C.[N:10]1[CH:15]=[CH:14][N:13]=[CH:12][C:11]=1[C:16]1[CH:24]=[CH:23][C:19]([C:20]([OH:22])=O)=[CH:18][CH:17]=1.C1C=CC2N(O)N=NC=2C=1.CCN=C=NCCCN(C)C.Cl.[NH2:47][CH2:48][C:49]([N:51]1[CH2:56][CH2:55][N:54]([C:57](=[O:68])[C:58]2[CH:63]=[CH:62][CH:61]=[CH:60][C:59]=2[C:64]([F:67])([F:66])[F:65])[CH2:53][CH2:52]1)=[O:50]. Product: [O:50]=[C:49]([N:51]1[CH2:52][CH2:53][N:54]([C:57](=[O:68])[C:58]2[CH:63]=[CH:62][CH:61]=[CH:60][C:59]=2[C:64]([F:67])([F:66])[F:65])[CH2:55][CH2:56]1)[CH2:48][NH:47][C:20](=[O:22])[C:19]1[CH:18]=[CH:17][C:16]([C:11]2[CH:12]=[N:13][CH:14]=[CH:15][N:10]=2)=[CH:24][CH:23]=1. The catalyst class is: 18. (2) The catalyst class is: 9. Product: [Si:23]([O:22][CH2:21][CH2:20][O:12][C:7]1[CH:8]=[C:9]2[C:4](=[CH:5][CH:6]=1)[N:3]=[C:2]([Cl:1])[CH:11]=[N:10]2)([C:26]([CH3:29])([CH3:28])[CH3:27])([CH3:25])[CH3:24]. Reactant: [Cl:1][C:2]1[CH:11]=[N:10][C:9]2[C:4](=[CH:5][CH:6]=[C:7]([OH:12])[CH:8]=2)[N:3]=1.C(=O)([O-])[O-].[K+].[K+].Br[CH2:20][CH2:21][O:22][Si:23]([C:26]([CH3:29])([CH3:28])[CH3:27])([CH3:25])[CH3:24]. (3) Reactant: [Br:1][C:2]1[CH:7]=[CH:6][C:5]([CH2:8][OH:9])=[C:4]([S:10]([CH3:13])(=[O:12])=[O:11])[CH:3]=1.[H-].[Na+].[CH3:16]I.O. Product: [Br:1][C:2]1[CH:7]=[CH:6][C:5]([CH2:8][O:9][CH3:16])=[C:4]([S:10]([CH3:13])(=[O:12])=[O:11])[CH:3]=1. The catalyst class is: 3. (4) Reactant: [CH3:1][O:2][C:3]1[CH:8]=[C:7]([N+:9]([O-:11])=[O:10])[CH:6]=[CH:5][C:4]=1[C:12]1[O:16][CH:15]=[N:14][C:13]=1[C:17]([O:19]CC)=[O:18].[OH-].[K+].S(=O)(=O)(O)O. Product: [CH3:1][O:2][C:3]1[CH:8]=[C:7]([N+:9]([O-:11])=[O:10])[CH:6]=[CH:5][C:4]=1[C:12]1[O:16][CH:15]=[N:14][C:13]=1[C:17]([OH:19])=[O:18]. The catalyst class is: 6. (5) Reactant: Br[C:2]1[CH:3]=[C:4]([C:27]([NH2:29])=[O:28])[C:5]2[NH:6][C:7]3[C:12]([C:13]=2[CH:14]=1)=[CH:11][CH:10]=[C:9]([C:15]1[CH:16]=[N:17][C:18]([N:21]2[CH2:26][CH2:25][O:24][CH2:23][CH2:22]2)=[CH:19][CH:20]=1)[CH:8]=3.[Cl:30][C:31]1[CH:43]=[C:42](B2OC(C)(C)C(C)(C)O2)[CH:41]=[CH:40][C:32]=1[CH2:33][N:34]1[CH2:39][CH2:38][O:37][CH2:36][CH2:35]1. Product: [Cl:30][C:31]1[CH:43]=[C:42]([C:2]2[CH:3]=[C:4]([C:27]([NH2:29])=[O:28])[C:5]3[NH:6][C:7]4[C:12]([C:13]=3[CH:14]=2)=[CH:11][CH:10]=[C:9]([C:15]2[CH:16]=[N:17][C:18]([N:21]3[CH2:22][CH2:23][O:24][CH2:25][CH2:26]3)=[CH:19][CH:20]=2)[CH:8]=4)[CH:41]=[CH:40][C:32]=1[CH2:33][N:34]1[CH2:35][CH2:36][O:37][CH2:38][CH2:39]1. The catalyst class is: 462. (6) Reactant: [Br:1][C:2]1[CH:3]=[C:4]2[C:9](=[CH:10][CH:11]=1)[CH:8]=[C:7]([OH:12])[CH:6]=[CH:5]2.Cl.[N:14](=[CH:22][CH2:23]Cl)[CH2:15][CH2:16][CH2:17][CH2:18][CH2:19][CH2:20]Cl.[OH-].[Na+]. Product: [Br:1][C:2]1[CH:3]=[C:4]2[C:9](=[CH:10][CH:11]=1)[CH:8]=[C:7]([O:12][CH2:23][CH2:22][N:14]1[CH2:20][CH2:19][CH2:18][CH2:17][CH2:16][CH2:15]1)[CH:6]=[CH:5]2. The catalyst class is: 1.